From a dataset of Catalyst prediction with 721,799 reactions and 888 catalyst types from USPTO. Predict which catalyst facilitates the given reaction. (1) Reactant: C(=O)([O-])[O-].[Cs+].[Cs+].[OH:7][C:8]1[CH:13]=[CH:12][C:11]([CH2:14][CH2:15][N:16]2[C:20]3=[N:21][C:22]([N:26]4[CH2:32][CH:31]5[O:33][CH:28]([CH2:29][CH2:30]5)[CH2:27]4)=[CH:23][C:24](=[O:25])[N:19]3[CH2:18][C@@:17]2([CH3:38])[C:34]([F:37])([F:36])[F:35])=[CH:10][CH:9]=1.Cl[CH2:40][CH2:41][N:42]([CH3:44])[CH3:43]. Product: [CH3:43][N:42]([CH3:44])[CH2:41][CH2:40][O:7][C:8]1[CH:13]=[CH:12][C:11]([CH2:14][CH2:15][N:16]2[C:20]3=[N:21][C:22]([N:26]4[CH2:27][CH:28]5[O:33][CH:31]([CH2:30][CH2:29]5)[CH2:32]4)=[CH:23][C:24](=[O:25])[N:19]3[CH2:18][C@@:17]2([CH3:38])[C:34]([F:37])([F:36])[F:35])=[CH:10][CH:9]=1. The catalyst class is: 3. (2) Reactant: [F:1][C:2]([F:15])([C:8]1[CH:13]=[CH:12][C:11]([F:14])=[CH:10][N:9]=1)[C:3]([O:5]CC)=[O:4].[OH-].[Na+:17]. The catalyst class is: 92. Product: [F:15][C:2]([F:1])([C:8]1[CH:13]=[CH:12][C:11]([F:14])=[CH:10][N:9]=1)[C:3]([O-:5])=[O:4].[Na+:17].